Dataset: Peptide-MHC class I binding affinity with 185,985 pairs from IEDB/IMGT. Task: Regression. Given a peptide amino acid sequence and an MHC pseudo amino acid sequence, predict their binding affinity value. This is MHC class I binding data. (1) The peptide sequence is FTFDNSKFV. The MHC is HLA-A26:01 with pseudo-sequence HLA-A26:01. The binding affinity (normalized) is 0.530. (2) The peptide sequence is FPLTQRDVL. The MHC is HLA-B27:05 with pseudo-sequence HLA-B27:05. The binding affinity (normalized) is 0.0847. (3) The peptide sequence is NLTEEMAAL. The MHC is HLA-A29:02 with pseudo-sequence HLA-A29:02. The binding affinity (normalized) is 0.0847. (4) The peptide sequence is YMVTDKTAYI. The MHC is HLA-A02:06 with pseudo-sequence HLA-A02:06. The binding affinity (normalized) is 0.833. (5) The peptide sequence is QPLSQVSF. The MHC is HLA-B54:01 with pseudo-sequence HLA-B54:01. The binding affinity (normalized) is 0. (6) The peptide sequence is VFHELPSLC. The MHC is HLA-A01:01 with pseudo-sequence HLA-A01:01. The binding affinity (normalized) is 0.